This data is from Catalyst prediction with 721,799 reactions and 888 catalyst types from USPTO. The task is: Predict which catalyst facilitates the given reaction. (1) Reactant: [CH3:1][C:2]1([CH3:14])[C:6]([CH3:8])([CH3:7])[O:5][B:4]([C:9]2[CH:10]=[N:11][NH:12][CH:13]=2)[O:3]1.Cl[CH:16]([C:18]1[CH:27]=[CH:26][C:21]([C:22]([O:24][CH3:25])=[O:23])=[CH:20][CH:19]=1)[CH3:17].C(=O)([O-])[O-].[K+].[K+].C1OCCOCCOCCOCCOCCOC1. Product: [CH3:1][C:2]1([CH3:14])[C:6]([CH3:7])([CH3:8])[O:5][B:4]([C:9]2[CH:13]=[N:12][N:11]([CH:16]([C:18]3[CH:27]=[CH:26][C:21]([C:22]([O:24][CH3:25])=[O:23])=[CH:20][CH:19]=3)[CH3:17])[CH:10]=2)[O:3]1. The catalyst class is: 18. (2) Reactant: [F:1][C:2]1[CH:7]=[CH:6][C:5]([C:8](=O)[CH2:9][C:10](=O)[C:11]([O:13][CH2:14][CH3:15])=[O:12])=[CH:4][CH:3]=1.Cl.[C:19]([NH:23][NH2:24])([CH3:22])([CH3:21])[CH3:20].Cl.CCCCCC. Product: [C:19]([N:23]1[C:8]([C:5]2[CH:6]=[CH:7][C:2]([F:1])=[CH:3][CH:4]=2)=[CH:9][C:10]([C:11]([O:13][CH2:14][CH3:15])=[O:12])=[N:24]1)([CH3:22])([CH3:21])[CH3:20]. The catalyst class is: 653.